From a dataset of Forward reaction prediction with 1.9M reactions from USPTO patents (1976-2016). Predict the product of the given reaction. The product is: [CH2:36]([N:37]1[CH2:40][CH2:14][CH:13]([C:10]2[CH:9]=[CH:8][C:7]([Cl:6])=[CH:12][CH:11]=2)[CH2:1][CH2:38]1)[CH2:24][C:20]#[CH:21]. Given the reactants [C:1]([O-])(O)=O.[Na+].[Cl:6][C:7]1[CH:12]=[CH:11][C:10]([CH2:13][CH:14]2CCNCC2)=[CH:9][CH:8]=1.[C:20]([C:24]1C=C(C=CC=1C)S([O-])(=O)=O)#[C:21]CC.O.[CH3:36][N:37]([CH3:40])[CH:38]=O, predict the reaction product.